This data is from Reaction yield outcomes from USPTO patents with 853,638 reactions. The task is: Predict the reaction yield, written as a fraction of the theoretical maximum amount of product (1.0 means a 100% yield; for example, 0.34 means a 34% yield). (1) The reactants are [O:1]=[C:2]1[C:11]2[C:6](=[CH:7][C:8](OS(C(F)(F)F)(=O)=O)=[CH:9][CH:10]=2)[CH2:5][CH2:4][C:3]1([CH2:25][C:26]([O:28][CH3:29])=[O:27])[CH2:20][C:21]([F:24])([F:23])[F:22].C([O-])(=O)C.[K+].[CH3:35][C:36]1([CH3:52])[C:40]([CH3:42])([CH3:41])[O:39][B:38]([B:38]2[O:39][C:40]([CH3:42])([CH3:41])[C:36]([CH3:52])([CH3:35])[O:37]2)[O:37]1. The catalyst is O1CCOCC1.C1C=CC(P(C2C=CC=CC=2)[C-]2C=CC=C2)=CC=1.C1C=CC(P(C2C=CC=CC=2)[C-]2C=CC=C2)=CC=1.Cl[Pd]Cl.[Fe+2].C(Cl)Cl. The product is [O:1]=[C:2]1[C:11]2[C:6](=[CH:7][C:8]([B:38]3[O:39][C:40]([CH3:42])([CH3:41])[C:36]([CH3:52])([CH3:35])[O:37]3)=[CH:9][CH:10]=2)[CH2:5][CH2:4][C:3]1([CH2:25][C:26]([O:28][CH3:29])=[O:27])[CH2:20][C:21]([F:22])([F:24])[F:23]. The yield is 0.510. (2) The reactants are [CH3:1][C:2]1([CH3:18])[O:10][C@H:9]2[C@H:4]([C@@H:5]([CH2:16][OH:17])[O:6][C@@H:7]3[O:13][C:12]([CH3:15])([CH3:14])[O:11][C@@H:8]32)[O:3]1.[CH3:19][C:20]1[CH:24]=[C:23]([CH3:25])[NH:22][C:21]=1/[CH:26]=[C:27]1\[C:28](=[O:39])[N:29]([C:36](Cl)=[O:37])[C:30]2[C:35]\1=[CH:34][CH:33]=[CH:32][CH:31]=2. The catalyst is N1C=CC=CC=1.C1COCC1. The product is [CH3:15][C:12]1([CH3:14])[O:13][C@H:7]2[O:6][CH:5]([CH2:16][O:17][C:36]([N:29]3[C:30]4[C:35](=[CH:34][CH:33]=[CH:32][CH:31]=4)/[C:27](=[CH:26]/[C:21]4[NH:22][C:23]([CH3:25])=[CH:24][C:20]=4[CH3:19])/[C:28]3=[O:39])=[O:37])[C@@H:4]3[O:3][C:2]([CH3:18])([CH3:1])[O:10][C@@H:9]3[C@H:8]2[O:11]1. The yield is 0.650. (3) The reactants are [C:1]([C:3]1[CH:4]=[N:5][CH:6]=[C:7]([CH:20]=1)[C:8]([N:10]=[S@@:11]([CH3:19])(=[O:18])[C:12]1[CH:17]=[CH:16][CH:15]=[CH:14][CH:13]=1)=[O:9])#[CH:2].I[C:22]1[NH:26][CH:25]=[N:24][CH:23]=1. No catalyst specified. The product is [NH:24]1[C:23]([C:2]#[C:1][C:3]2[CH:4]=[N:5][CH:6]=[C:7]([CH:20]=2)[C:8]([N:10]=[S@@:11]([CH3:19])(=[O:18])[C:12]2[CH:13]=[CH:14][CH:15]=[CH:16][CH:17]=2)=[O:9])=[CH:22][N:26]=[CH:25]1. The yield is 0.460. (4) The reactants are [CH3:1][O:2][C:3]1[CH:4]=[C:5]2[C:10](=[CH:11][C:12]=1[O:13][CH3:14])[N:9]=[CH:8][N:7]=[C:6]2[O:15][C:16]1[CH:22]=[CH:21][C:19]([NH2:20])=[CH:18][CH:17]=1.ClC(Cl)(O[C:27](=[O:33])[O:28][C:29](Cl)(Cl)Cl)Cl.[CH3:35][O:36][C:37]1[CH:42]=[CH:41][CH:40]=[CH:39][C:38]=1CO.C(=O)(O)[O-].[Na+]. The catalyst is C(Cl)Cl.C(N(CC)CC)C.C1(C)C=CC=CC=1. The product is [CH3:1][O:2][C:3]1[CH:4]=[C:5]2[C:10](=[CH:11][C:12]=1[O:13][CH3:14])[N:9]=[CH:8][N:7]=[C:6]2[O:15][C:16]1[CH:22]=[CH:21][C:19]([NH:20][C:27](=[O:33])[O:28][CH2:29][C:38]2[CH:39]=[CH:40][CH:41]=[CH:42][C:37]=2[O:36][CH3:35])=[CH:18][CH:17]=1. The yield is 1.00. (5) The reactants are C([O:3][C:4](=[O:25])[CH2:5][CH:6]1[O:10][B:9]([OH:11])[C:8]2[CH:12]=[C:13]([O:18][C:19]3[CH:24]=[N:23][CH:22]=[CH:21][N:20]=3)[CH:14]=[C:15]([CH2:16][CH3:17])[C:7]1=2)C.[Li+].[OH-].Cl. The catalyst is C1COCC1.O. The product is [CH2:16]([C:15]1[C:7]2[CH:6]([CH2:5][C:4]([OH:25])=[O:3])[O:10][B:9]([OH:11])[C:8]=2[CH:12]=[C:13]([O:18][C:19]2[CH:24]=[N:23][CH:22]=[CH:21][N:20]=2)[CH:14]=1)[CH3:17]. The yield is 0.800. (6) The reactants are [CH3:1][O:2][C:3]1[CH:4]=[C:5]2[C:10](=[CH:11][C:12]=1[O:13][CH3:14])[NH:9][CH:8]=[CH:7][C:6]2=[O:15].Br[C:17]1[CH:22]=[CH:21][C:20]([N+:23]([O-:25])=[O:24])=[CH:19][N:18]=1.C(=O)([O-])[O-].[K+].[K+]. The catalyst is CN(C)C=O.C(OCC)(=O)C. The product is [CH3:1][O:2][C:3]1[CH:4]=[C:5]2[C:10](=[CH:11][C:12]=1[O:13][CH3:14])[N:9]=[CH:8][CH:7]=[C:6]2[O:15][C:17]1[CH:22]=[CH:21][C:20]([N+:23]([O-:25])=[O:24])=[CH:19][N:18]=1. The yield is 0.340. (7) The product is [CH3:21][O:20][C:13]1[C:12]([O:22][CH3:23])=[C:11]2[C:16]([C:17](=[O:19])[CH:18]=[C:9]([C:4]3[CH:3]=[C:2]4[C:7](=[CH:6][CH:5]=3)[NH:8][C:25](=[O:26])[C:24](=[O:32])[NH:1]4)[O:10]2)=[CH:15][CH:14]=1. The yield is 0.510. The reactants are [NH2:1][C:2]1[CH:3]=[C:4]([C:9]2[O:10][C:11]3[C:16]([C:17](=[O:19])[CH:18]=2)=[CH:15][CH:14]=[C:13]([O:20][CH3:21])[C:12]=3[O:22][CH3:23])[CH:5]=[CH:6][C:7]=1[NH2:8].[C:24](N1C=CN=C1)(=[O:32])[C:25](N1C=CN=C1)=[O:26].CO. The catalyst is CN(C=O)C. (8) The reactants are [CH3:1][C:2]([C:6]1[CH:10]=[C:9]([NH:11][C:12]2[N:20]=[CH:19][CH:18]=[CH:17][C:13]=2[C:14](O)=[O:15])[N:8]([C:21]2[CH:26]=[CH:25][CH:24]=[C:23]([F:27])[C:22]=2[O:28][CH3:29])[N:7]=1)([CH3:5])[CH2:3][CH3:4].C(Cl)(=O)C(Cl)=O.[CH3:36]N.C[C:39]#[N:40]. The catalyst is CN(C)C=O.O. The product is [CH3:5][C:2]([C:6]1[CH:10]=[C:9]([NH:11][C:12]2[N:20]=[CH:19][CH:18]=[CH:17][C:13]=2[C:14]([N:40]([CH3:39])[CH3:36])=[O:15])[N:8]([C:21]2[CH:26]=[CH:25][CH:24]=[C:23]([F:27])[C:22]=2[O:28][CH3:29])[N:7]=1)([CH3:1])[CH2:3][CH3:4]. The yield is 0.700.